This data is from Catalyst prediction with 721,799 reactions and 888 catalyst types from USPTO. The task is: Predict which catalyst facilitates the given reaction. (1) Reactant: [C:1]([OH:5])([CH3:4])([CH3:3])[CH3:2].Cl[S:7]([N:10]=[C:11]=[O:12])(=[O:9])=[O:8].C(N(CC)CC)C.Cl.[Cl:21][CH2:22][CH2:23][CH2:24][NH2:25]. Product: [Cl:21][CH2:22][CH2:23][CH2:24][NH:25][S:7]([NH:10][C:11](=[O:12])[O:5][C:1]([CH3:4])([CH3:3])[CH3:2])(=[O:9])=[O:8]. The catalyst class is: 2. (2) Product: [N:1]1([C:18]([C:15]2[CH:16]=[CH:17][C:12]([CH2:10][CH3:11])=[CH:13][CH:14]=2)=[CH:19][C:20]([O:22][CH2:23][CH3:24])=[O:21])[C:5]2[CH:6]=[CH:7][CH:8]=[CH:9][C:4]=2[N:3]=[CH:2]1. Reactant: [N:1]1[C:5]2[CH:6]=[CH:7][CH:8]=[CH:9][C:4]=2[NH:3][CH:2]=1.[CH2:10]([C:12]1[CH:17]=[CH:16][C:15]([C:18]#[C:19][C:20]([O:22][CH2:23][CH3:24])=[O:21])=[CH:14][CH:13]=1)[CH3:11].C(=O)([O-])[O-].[K+].[K+]. The catalyst class is: 3. (3) Reactant: Cl.[F:2][C:3]1[CH:15]=[C:14]([O:16][CH3:17])[CH:13]=[CH:12][C:4]=1[O:5][CH:6]1[CH2:11][CH2:10][NH:9][CH2:8][CH2:7]1.[OH:18][C:19]([C:21]([F:24])([F:23])[F:22])=[O:20].[CH2:25]([N:32]1[CH2:41][CH2:40][C:39]2[C:34](=[N:35][C:36](Cl)=[C:37]([NH:42][CH:43]3[CH2:45][CH2:44]3)[N:38]=2)[CH2:33]1)[C:26]1[CH:31]=[CH:30][CH:29]=[CH:28][CH:27]=1.CC(C)([O-])C.[Na+]. Product: [CH2:25]([N:32]1[CH2:41][CH2:40][C:39]2[C:34](=[N:35][C:36]([N:9]3[CH2:8][CH2:7][CH:6]([O:5][C:4]4[CH:12]=[CH:13][C:14]([O:16][CH3:17])=[CH:15][C:3]=4[F:2])[CH2:11][CH2:10]3)=[C:37]([NH:42][CH:43]3[CH2:44][CH2:45]3)[N:38]=2)[CH2:33]1)[C:26]1[CH:27]=[CH:28][CH:29]=[CH:30][CH:31]=1.[C:19]([OH:20])([C:21]([F:24])([F:23])[F:22])=[O:18]. The catalyst class is: 733. (4) Reactant: [F:1][C:2]1[CH:3]=[C:4]2[C:10]([C:11]3[CH:12]=[C:13]([NH:17][CH:18]([CH:27]([CH3:29])[CH3:28])[C:19]([NH:21][CH2:22][C:23]([F:26])([F:25])[F:24])=[O:20])[CH:14]=[N:15][CH:16]=3)=[CH:9][N:8](COCC[Si](C)(C)C)[C:5]2=[N:6][CH:7]=1.C(O)(C(F)(F)F)=O.C(N)CN.[OH-].[Na+]. Product: [F:1][C:2]1[CH:3]=[C:4]2[C:10]([C:11]3[CH:12]=[C:13]([NH:17][CH:18]([CH:27]([CH3:29])[CH3:28])[C:19]([NH:21][CH2:22][C:23]([F:24])([F:25])[F:26])=[O:20])[CH:14]=[N:15][CH:16]=3)=[CH:9][NH:8][C:5]2=[N:6][CH:7]=1. The catalyst class is: 2. (5) Reactant: [N:1]1[C:10]2[C:5](=[CH:6][C:7]([C:11]([OH:13])=[O:12])=[CH:8][CH:9]=2)[CH:4]=[CH:3][CH:2]=1.[C:14](C1NC=CN=1)(C1NC=CN=1)=O.C[O-].[Na+]. Product: [N:1]1[C:10]2[C:5](=[CH:6][C:7]([C:11]([O:13][CH3:14])=[O:12])=[CH:8][CH:9]=2)[CH:4]=[CH:3][CH:2]=1. The catalyst class is: 163. (6) Reactant: [Br:1][C:2]1[CH:3]=[CH:4][C:5]([O:36][CH3:37])=[C:6]([S:8]([NH:11][C@H:12]2[CH2:16][N:15]([C:17]([O:19][C:20]([CH3:23])([CH3:22])[CH3:21])=[O:18])[C@@H:14]([CH2:24][N:25]3C(=O)C4C(=CC=CC=4)C3=O)[CH2:13]2)(=[O:10])=[O:9])[CH:7]=1.O.NN. Product: [NH2:25][CH2:24][C@H:14]1[CH2:13][C@@H:12]([NH:11][S:8]([C:6]2[CH:7]=[C:2]([Br:1])[CH:3]=[CH:4][C:5]=2[O:36][CH3:37])(=[O:10])=[O:9])[CH2:16][N:15]1[C:17]([O:19][C:20]([CH3:23])([CH3:22])[CH3:21])=[O:18]. The catalyst class is: 14. (7) Reactant: [F:1][C:2]1[C:7]([F:8])=[CH:6][CH:5]=[CH:4][C:3]=1[CH2:9][S:10][C:11]1[N:16]=[C:15]([OH:17])[CH:14]=[C:13]([OH:18])[N:12]=1.C(=O)([O-])[O-].[Cs+].[Cs+].[Na+].Cl[C:27]([F:32])([F:31])C([O-])=O. Product: [F:31][CH:27]([F:32])[O:18][C:13]1[N:12]=[C:11]([S:10][CH2:9][C:3]2[CH:4]=[CH:5][CH:6]=[C:7]([F:8])[C:2]=2[F:1])[N:16]=[C:15]([OH:17])[CH:14]=1. The catalyst class is: 18.